This data is from Forward reaction prediction with 1.9M reactions from USPTO patents (1976-2016). The task is: Predict the product of the given reaction. (1) The product is: [OH:17][CH2:16][CH2:15][CH2:14][O:1][C:2]1[CH:11]=[CH:10][C:5]([C:6]([O:8][CH3:9])=[O:7])=[CH:4][C:3]=1[CH3:12]. Given the reactants [OH:1][C:2]1[CH:11]=[CH:10][C:5]([C:6]([O:8][CH3:9])=[O:7])=[CH:4][C:3]=1[CH3:12].Br[CH2:14][CH2:15][CH2:16][OH:17].C(=O)([O-])[O-].[Cs+].[Cs+], predict the reaction product. (2) Given the reactants [O:1]1CCCO[CH:2]1[C:7]1[C:12]2[O:13][C:14](=[O:21])[C:15]3[CH2:16][NH:17][CH2:18][CH2:19][C:20]=3[C:11]=2[CH:10]=[CH:9][C:8]=1[OH:22].CCN(CC)CC.[F:30][C:31]1[CH:38]=[CH:37][C:34]([CH2:35]Br)=[CH:33][CH:32]=1, predict the reaction product. The product is: [F:30][C:31]1[CH:38]=[CH:37][C:34]([CH2:35][N:17]2[CH2:18][CH2:19][C:20]3[C:11]4[C:12]([O:13][C:14](=[O:21])[C:15]=3[CH2:16]2)=[C:7]([CH:2]=[O:1])[C:8]([OH:22])=[CH:9][CH:10]=4)=[CH:33][CH:32]=1. (3) Given the reactants C(OC([N:6]1[CH:10]=[C:9]([C:11]2[CH:34]=[CH:33][C:14]3[N:15]([C:18]4[CH:19]=[C:20]([NH:24][C:25]([NH:27][CH2:28][C:29]([F:32])([F:31])[F:30])=[O:26])[CH:21]=[CH:22][CH:23]=4)[CH:16]=[N:17][C:13]=3[CH:12]=2)[CH:8]=[N:7]1)C)C.[ClH:35].O, predict the reaction product. The product is: [NH:6]1[CH:10]=[C:9]([C:11]2[CH:34]=[CH:33][C:14]3[N:15]([C:18]4[CH:19]=[C:20]([NH:24][C:25]([NH:27][CH2:28][C:29]([F:32])([F:31])[F:30])=[O:26])[CH:21]=[CH:22][CH:23]=4)[CH:16]=[N:17][C:13]=3[CH:12]=2)[CH:8]=[N:7]1.[ClH:35]. (4) Given the reactants [F:1][C:2]1[CH:7]=[CH:6][CH:5]=[C:4]([N+:8]([O-])=O)[C:3]=1[O:11][CH3:12], predict the reaction product. The product is: [F:1][C:2]1[C:3]([O:11][CH3:12])=[C:4]([CH:5]=[CH:6][CH:7]=1)[NH2:8].